Dataset: Forward reaction prediction with 1.9M reactions from USPTO patents (1976-2016). Task: Predict the product of the given reaction. (1) Given the reactants [N:1]1[CH:6]=[CH:5][CH:4]=[C:3]([C:7]2[CH:8]=[C:9]3[C:15]([Sn](C)(C)C)=[N:14][N:13]([CH2:20][O:21][CH2:22][CH2:23][Si:24]([CH3:27])([CH3:26])[CH3:25])[C:10]3=[CH:11][N:12]=2)[CH:2]=1.[Br:28][C:29]1[C:30]([F:36])=[N:31][C:32](I)=[CH:33][CH:34]=1.CN(C)C=O.[F-].[Cs+], predict the reaction product. The product is: [Br:28][C:29]1[CH:34]=[CH:33][C:32]([C:15]2[C:9]3[C:10](=[CH:11][N:12]=[C:7]([C:3]4[CH:2]=[N:1][CH:6]=[CH:5][CH:4]=4)[CH:8]=3)[N:13]([CH2:20][O:21][CH2:22][CH2:23][Si:24]([CH3:27])([CH3:26])[CH3:25])[N:14]=2)=[N:31][C:30]=1[F:36]. (2) Given the reactants Br[C:2]1[C:3]([C:12]2[CH:17]=[CH:16][C:15]([NH:18][C:19]([NH:21][C:22]3[CH:27]=[CH:26][CH:25]=[CH:24][CH:23]=3)=[O:20])=[CH:14][CH:13]=2)=[N:4][N:5]([CH2:7][C:8]([F:11])([F:10])[F:9])[CH:6]=1.CC1(C)C(C)(C)OB([C:36]2[CH:41]=[CH:40][N:39]=[C:38]3[NH:42][CH:43]=[CH:44][C:37]=23)O1.C(=O)(O)[O-].[Na+], predict the reaction product. The product is: [C:22]1([NH:21][C:19]([NH:18][C:15]2[CH:16]=[CH:17][C:12]([C:3]3[C:2]([C:36]4[CH:41]=[CH:40][N:39]=[C:38]5[NH:42][CH:43]=[CH:44][C:37]=45)=[CH:6][N:5]([CH2:7][C:8]([F:11])([F:10])[F:9])[N:4]=3)=[CH:13][CH:14]=2)=[O:20])[CH:27]=[CH:26][CH:25]=[CH:24][CH:23]=1. (3) Given the reactants [NH2:1][C@H:2]1[CH2:6][CH2:5][C@H:4]([C:7]2[O:11][N:10]=[C:9]([CH:12]([C:14]3[CH:19]=[CH:18][CH:17]=[CH:16][CH:15]=3)[OH:13])[N:8]=2)[CH2:3]1.CCN(C(C)C)C(C)C.Cl[C:30]1[N:35]=[CH:34][N:33]=[C:32]2[N:36](C3CCCCO3)[N:37]=[CH:38][C:31]=12, predict the reaction product. The product is: [C:14]1([CH:12]([C:9]2[N:8]=[C:7]([C@H:4]3[CH2:5][CH2:6][C@H:2]([NH:1][C:30]4[N:35]=[CH:34][N:33]=[C:32]5[NH:36][N:37]=[CH:38][C:31]=45)[CH2:3]3)[O:11][N:10]=2)[OH:13])[CH:15]=[CH:16][CH:17]=[CH:18][CH:19]=1. (4) The product is: [F:10][C:11]1[CH:17]=[C:16]([CH3:18])[C:15]([S:19][CH2:20][C:21]([F:22])([F:24])[F:23])=[CH:14][C:12]=1[NH:13][NH2:1]. Given the reactants [N:1]([O-])=O.[Na+].S(=O)(=O)(O)O.[F:10][C:11]1[CH:17]=[C:16]([CH3:18])[C:15]([S:19][CH2:20][C:21]([F:24])([F:23])[F:22])=[CH:14][C:12]=1[NH2:13].O.O.[Sn](Cl)Cl.Cl.[OH-].[Na+], predict the reaction product. (5) Given the reactants [N:1]1[CH:6]=[CH:5][CH:4]=[C:3]([N:7]2[CH2:11][CH2:10][NH:9][C:8]2=[O:12])[CH:2]=1.Br[C:14]1[CH:15]=[C:16]2[C:20](=[CH:21][CH:22]=1)[C:19](=[O:23])[CH2:18][CH2:17]2.N[C@@H]1CCCC[C@H]1N.C(=O)([O-])[O-].[K+].[K+], predict the reaction product. The product is: [O:23]=[C:19]1[C:20]2[C:16](=[CH:15][C:14]([N:9]3[CH2:10][CH2:11][N:7]([C:3]4[CH:2]=[N:1][CH:6]=[CH:5][CH:4]=4)[C:8]3=[O:12])=[CH:22][CH:21]=2)[CH2:17][CH2:18]1. (6) Given the reactants C(N(CC)CC)C.[CH3:8][C:9]1([CH3:16])[O:13][CH:12]([CH2:14][NH2:15])[CH2:11][O:10]1.[CH2:17]([O:24][C:25]1[CH:34]=[C:33]2[C:28]([C:29](Cl)=[C:30]([N+:35]([O-:37])=[O:36])[CH:31]=[N:32]2)=[CH:27][CH:26]=1)[C:18]1[CH:23]=[CH:22][CH:21]=[CH:20][CH:19]=1, predict the reaction product. The product is: [CH2:17]([O:24][C:25]1[CH:34]=[C:33]2[C:28]([C:29]([NH:15][CH2:14][CH:12]3[CH2:11][O:10][C:9]([CH3:16])([CH3:8])[O:13]3)=[C:30]([N+:35]([O-:37])=[O:36])[CH:31]=[N:32]2)=[CH:27][CH:26]=1)[C:18]1[CH:19]=[CH:20][CH:21]=[CH:22][CH:23]=1.